From a dataset of Catalyst prediction with 721,799 reactions and 888 catalyst types from USPTO. Predict which catalyst facilitates the given reaction. Reactant: O.O.O.O.O.O.O.O.O.O.[B:11]([O-:14])([O-:13])[O-:12].[B:15]([O-:18])([O-:17])[O-:16].[B:19]([O-:22])([O-:21])[O-:20].[B:23]([O-:26])([O-:25])[O-:24].[Na+:27].[Na+].[Na+].[Na+].[Na+].[Na+].[Na+].[Na+].[Na+].[Na+].[Na+].[Na+]. Product: [B:11]([O-:14])([O-:13])[O-:12].[B:15]([O-:18])([O-:17])[O-:16].[B:19]([O-:22])([O-:21])[O-:20].[B:23]([O-:26])([O-:25])[O-:24].[Na+:27].[Na+:27].[Na+:27].[Na+:27].[Na+:27].[Na+:27].[Na+:27].[Na+:27].[Na+:27].[Na+:27].[Na+:27].[Na+:27]. The catalyst class is: 11.